This data is from Human Reference Interactome with 51,813 positive PPI pairs across 8,248 proteins, plus equal number of experimentally-validated negative pairs. The task is: Binary Classification. Given two protein amino acid sequences, predict whether they physically interact or not. (1) Protein 1 (ENSG00000204389) has sequence MAKAAAIGIDLGTTYSCVGVFQHGKVEIIANDQGNRTTPSYVAFTDTERLIGDAAKNQVALNPQNTVFDAKRLIGRKFGDPVVQSDMKHWPFQVINDGDKPKVQVSYKGETKAFYPEEISSMVLTKMKEIAEAYLGYPVTNAVITVPAYFNDSQRQATKDAGVIAGLNVLRIINEPTAAAIAYGLDRTGKGERNVLIFDLGGGTFDVSILTIDDGIFEVKATAGDTHLGGEDFDNRLVNHFVEEFKRKHKKDISQNKRAVRRLRTACERAKRTLSSSTQASLEIDSLFEGIDFYTSITRA.... Protein 2 (ENSG00000095637) has sequence MSSECDGGSKAVMNGLAPGSNGQDKATADPLRARSISAVKIIPVKTVKNASGLVLPTDMDLTKICTGKGAVTLRASSSYRETPSSSPASPQETRQHESKPGLEPEPSSADEWRLSSSADANGNAQPSSLAAKGYRSVHPNLPSDKSQDATSSSAAQPEVIVVPLYLVNTDRGQEGTARPPTPLGPLGCVPTIPATASAASPLTFPTLDDFIPPHLQRWPHHSQPARASGSFAPISQTPPSFSPPPPLVPPAPEDLRRVSEPDLTGAVSSTDSSPLLNEVSSSLIGTDSQAFPSVSKPSSA.... Result: 0 (the proteins do not interact). (2) Protein 1 (ENSG00000144283) has sequence MPAPEQASLVEEGQPQTRQEAASTGPGMEPETTATTILASVKEQELQFQRLTRELEVERQIVASQLERCRLGAESPSIASTSSTEKSFPWRSTDVPNTGVSKPRVSDAVQPNNYLIRTEPEQGTLYSPEQTSLHESEGSLGNSRSSTQMNSYSDSGYQEAGSFHNSQNVSKADNRQQHSFIGSTNNHVVRNSRAEGQTLVQPSVANRAMRRVSSVPSRAQSPSYVISTGVSPSRGSLRTSLGSGFGSPSVTDPRPLNPSAYSSTTLPAARAASPYSQRPASPTAIRRIGSVTSRQTSNPN.... Protein 2 (ENSG00000137843) has sequence MFRKKKKKRPEISAPQNFQHRVHTSFDPKEGKFVGLPPQWQNILDTLRRPKPVVDPSRITRVQLQPMKTVVRGSAMPVDGYISGLLNDIQKLSVISSNTLRGRSPTSRRRAQSLGLLGDEHWATDPDMYLQSPQSERTDPHGLYLSCNGGTPAGHKQMPWPEPQSPRVLPNGLAAKAQSLGPAEFQGASQRCLQLGACLQSSPPGASPPTGTNRHGMKAAKHGSEEARPQSCLVGSATGRPGGEGSPSPKTRESSLKRRLFRSMFLSTAATAPPSSSKPGPPPQSKPNSSFRPPQKDNPP.... Result: 0 (the proteins do not interact). (3) Protein 1 (ENSG00000143367) has sequence MNGTRNWCTLVDVHPEDQAAAGRKTYAMVSSHSAGHSLASELVESHDGHEEIIKVYLKGRSGDKMIHEKNINQLKSEVQYIQEARNCLQKLREDISSKLDRNLGDSLHRQEIQVVLEKPNGFSQSPTALYSSPPEVDTCINEDVESLRKTVQDLLAKLQEAKRQHQSDCVAFEVTLSRYQREAEQSNVALQREEDRVEQKEAEVGELQRRLLGMETEHQALLAKVREGEVALEELRSNNADCQAEREKAATLEKEVAGLREKIHHLDDMLKSQQRKVRQMIEQLQNSKAVIQSKDATIQE.... Result: 0 (the proteins do not interact). Protein 2 (ENSG00000157992) has sequence MRRCSLCAFDAARGPRRLMRVGLALILVGHVNLLLGAVLHGTVLRHVANPRGAVTPEYTVANVISVGSGLLSVSVGLVALLASRNLLRPPLHWVLLALALVNLLLSVACSLGLLLAVSLTVANGGRRLIADCHPGLLDPLVPLDEGPGHTDCPFDPTRIYDTALALWIPSLLMSAGEAALSGYCCVAALTLRGVGPCRKDGLQGQLEEMTELESPKCKRQENEQLLDQNQEIRASQRSWV*MRVGLALILVGHVNLLLGAVLHGTVLRHVANPRGAVTPEYTVANVISVGSGLLSVSVGL.... (4) Protein 1 (ENSG00000077092) has sequence MFDCMDVLSVSPGQILDFYTASPSSCMLQEKALKACFSGLTQTEWQHRHTAQSIETQSTSSEELVPSPPSPLPPPRVYKPCFVCQDKSSGYHYGVSACEGCKGFFRRSIQKNMIYTCHRDKNCVINKVTRNRCQYCRLQKCFEVGMSKESVRNDRNKKKKETSKQECTESYEMTAELDDLTEKIRKAHQETFPSLCQLGKYTTNSSADHRVRLDLGLWDKFSELATKCIIKIVEFAKRLPGFTGLTIADQITLLKAACLDILILRICTRYTPEQDTMTFSDGLTLNRTQMHNAGFGPLTD.... Protein 2 (ENSG00000087191) has sequence MALDGPEQMELEEGKAGSGLRQYYLSKIEELQLIVNDKSQNLRRLQAQRNELNAKVRLLREELQLLQEQGSYVGEVVRAMDKKKVLVKVHPEGKFVVDVDKNIDINDVTPNCRVALRNDSYTLHKILPNKVDPLVSLMMVEKVPDSTYEMIGGLDKQIKEIKEVIELPVKHPELFEALGIAQPKGVLLYGPPGTGKTLLARAVAHHTDCTFIRVSGSELVQKFIGEGARMVRELFVMAREHAPSIIFMDEIDSIGSSRLEGGSGGDSEVQRTMLELLNQLDGFEATKNIKVIMATNRIDI.... Result: 1 (the proteins interact). (5) Protein 1 (ENSG00000064703) has sequence MAAAFEASGALAAVATAMPAEHVAVQVPAPEPTPGPVRILRTAQDLSSPRTRTGDVLLAEPADFESLLLSRPVLEGLRAAGFERPSPVQLKAIPLGRCGLDLIVQAKSGTGKTCVFSTIALDSLVLENLSTQILILAPTREIAVQIHSVITAIGIKMEGLECHVFIGGTPLSQDKTRLKKCHIAVGSPGRIKQLIELDYLNPGSIRLFILDEADKLLEEGSFQEQINWIYSSLPASKQMLAVSATYPEFLANALTKYMRDPTFVRLNSSDPSLIGLKQYYKVVNSYPLAHKVFEEKTQHL.... Protein 2 (ENSG00000131080) has sequence MDCQENEYWDQWGRCVTCQRCGPGQELSKDCGYGEGGDAYCTACPPRRYKSSWGHHRCQSCITCAVINRVQKVNCTATSNAVCGDCLPRFYRKTRIGGLQDQECIPCTKQTPTSEVQCAFQLSLVEADTPTVPPQEATLVALVSSLLVVFTLAFLGLFFLYCKQFFNRHCQREKLIIFSDPVPASLNLIPEFAGGLLQFEADKTAKEESLFPVPPSKETSAESQVSENIFQTQPLNPILEDDCSSTSGFPTQESFTMASCTSESHSHWVHSPIECTELDLQKFSSSASYTGAETLGGNTV.... Result: 0 (the proteins do not interact). (6) Protein 2 (ENSG00000205867) has sequence MGCCGCSRGCGSGCGGCGSSCGGCGSGCGGCGSGRGGCGSGCGGCSSSCGGCGSRCYVPVCCCKPVCSWVPACSCTSCGSCGGSKGGCGSCGGSKGGCGSCGGSKGGCGSCGCSQSSCCKPCCCSSGCGSSCCQSSCCKPCCCQSSCCVPVCCQSSCCKPCCCQSNCCVPVCCQCKI*. Protein 1 (ENSG00000131089) has sequence MTLLITGDSIVSAEAVWDHVTMANRELAFKAGDVIKVLDASNKDWWWGQIDDEEGWFPASFVRLWVNQEDEVEEGPSDVQNGHLDPNSDCLCLGRPLQNRDQMRANVINEIMSTERHYIKHLKDICEGYLKQCRKRRDMFSDEQLKVIFGNIEDIYRFQMGFVRDLEKQYNNDDPHLSEIGPCFLEHQDGFWIYSEYCNNHLDACMELSKLMKDSRYQHFFEACRLLQQMIDIAIDGFLLTPVQKICKYPLQLAELLKYTAQDHSDYRYVAAALAVMRNVTQQINERKRRLENIDKIAQW.... Result: 0 (the proteins do not interact). (7) Protein 1 (ENSG00000188536) has sequence MVLSPADKTNVKAAWGKVGAHAGEYGAEALERMFLSFPTTKTYFPHFDLSHGSAQVKGHGKKVADALTNAVAHVDDMPNALSALSDLHAHKLRVDPVNFKLLSHCLLVTLAAHLPAEFTPAVHASLDKFLASVSTVLTSKYR*MFLSFPTTKTYFPHFDLSHGSAQVKGHGKKVADALTNAVAHVDDMPNALSALSDLHAHKLRVDPVNFKLLSHCLLVTLAAHLPAEFTPAVHASLDKFLASVSTVLTSKYR*XKAAWGKVGAHAGEYGAEALERMFLSFPTTKTYFPHFDLSHGSAQV.... Protein 2 (ENSG00000196565) has sequence MGHFTEEDKATITSLWGKVNVEDAGGETLGRLLVVYPWTQRFFDSFGNLSSASAIMGNPKVKAHGKKVLTSLGDAIKHLDDLKGTFAQLSELHCDKLHVDPENFKLLGNVLVTVLAIHFGKEFTPEVQASWQKMVTGVASALSSRYH*MGNPKVKAHGKKVLTSLGDAIKHLDDLKGTFAQLSELHCDKLHVDPENFKLLGNVLVTVLAIHFGKEFTPEVQASWQKMVTGVASALSSRYH*MGHFTEEDKATITSLWGKAPGCLPMDPEVL*. Result: 1 (the proteins interact). (8) Protein 1 (ENSG00000278570) has sequence METRPTALMSSTVAAAAPAAGAASRKESPGRWGLGEDPTGVSPSLQCRVCGDSSSGKHYGIYACNGCSGFFKRSVRRRLIYRCQVGAGMCPVDKAHRNQCQACRLKKCLQAGMNQDAVQNERQPRSTAQVHLDSMESNTESRPESLVAPPAPAGRSPRGPTPMSAARALGHHFMASLITAETCAKLEPEDADENIDVTSNDPEFPSSPYSSSSPCGLDSIHETSARLLFMAVKWAKNLPVFSSLPFRDQVILLEEAWSELFLLGAIQWSLPLDSCPLLAPPEASAAGGAQGRLTLASMET.... Protein 2 (ENSG00000151150) has sequence MAHAASQLKKNRDLEINAEEEPEKKRKHRKRSRDRKKKSDANASYLRAARAGHLEKALDYIKNGVDINICNQNGLNALHLASKEGHVEVVSELLQREANVDAATKKGNTALHIASLAGQAEVVKVLVTNGANVNAQSQNGFTPLYMAAQENHLEVVKFLLDNGASQSLATEDGFTPLAVALQQGHDQVVSLLLENDTKGKVRLPALHIAARKDDTKAAALLLQNDNNADVESKSGFTPLHIAAHYGNINVATLLLNRAAAVDFTARNDITPLHVASKRGNANMVKLLLDRGAKIDAKTRD.... Result: 0 (the proteins do not interact). (9) Protein 1 (ENSG00000110274) has sequence MAGRPLRIGDQLVLEEDYDETYIPSEQEILEFAREIGIDPIKEPELMWLAREGIVAPLPGEWKPCQDITGDIYYFNFANGQSMWDHPCDEHYRSLVIQERAKLSTSGAIKKKKKKKEKKDKKDRDPPKSSLALGSSLAPVHVPLGGLAPLRGLVDTPPSALRGSQSVSLGSSVESGRQLGELMLPSQGLKTSAYTKGLLGSIYEDKTALSLLGLGEETNEEDEEESDNQSVHSSSEPLRNLHLDIGALGGDFEYEESLRTSQPEEKKDVSLDSDAAGPPTPCKPSSPGADSSLSSAVGKG.... Protein 2 (ENSG00000178882) has sequence MRPRMLPVFFGESIKVNPEPTHEIRCNSEVKYASEKHFQDKVFYAPVPTVTAYSETIVAAPNCTWRNYRSQLTLEPRPRALRFRSTTIIFPKHARSTFRTTLHCSLGRPSRWFTASVQLQLCQDPAPSLLGPATL*MVGHLHLQGMEDSLKEQGREGLLDSPDSGLPPSPSPSPPFYSLAPGILDARAGGAGASSEPPGPSEARAPPSQLPNPPASEMRPRMLPVFFGESIKVNPEPTHEIRCNSEVKYASEKHFQDKVFYAPVPTVTAYSETIVAAPNCTWRNYRSQLTLEPRPRALRF.... Result: 0 (the proteins do not interact).